Dataset: Reaction yield outcomes from USPTO patents with 853,638 reactions. Task: Predict the reaction yield, written as a fraction of the theoretical maximum amount of product (1.0 means a 100% yield; for example, 0.34 means a 34% yield). The reactants are [NH2:1][C:2]1[N:7]=[C:6](Cl)[CH:5]=[C:4]([CH:9]2[CH2:13][CH2:12][CH2:11][CH2:10]2)[N:3]=1.C([N:21]1[CH2:26][CH2:25][NH:24][CH2:23][CH2:22]1)(OC(C)(C)C)=O.CCN(CC)CC. The catalyst is CCO. The product is [CH:9]1([C:4]2[CH:5]=[C:6]([N:21]3[CH2:26][CH2:25][NH:24][CH2:23][CH2:22]3)[N:7]=[C:2]([NH2:1])[N:3]=2)[CH2:13][CH2:12][CH2:11][CH2:10]1. The yield is 0.110.